This data is from Catalyst prediction with 721,799 reactions and 888 catalyst types from USPTO. The task is: Predict which catalyst facilitates the given reaction. (1) Product: [CH3:9][O:8][C:6](=[O:7])[C:5]1[CH:10]=[CH:11][C:2]([O:15][CH3:13])=[CH:3][C:4]=1[CH3:12]. Reactant: Br[C:2]1[CH:11]=[CH:10][C:5]([C:6]([O:8][CH3:9])=[O:7])=[C:4]([CH3:12])[CH:3]=1.[CH2:13]([O:15]CC)C. The catalyst class is: 405. (2) Reactant: CS([C:5]1[N:10]=[C:9]([C:11]2[C:19]3[C:14](=[N:15][CH:16]=[C:17]([C:20]([F:23])([F:22])[F:21])[CH:18]=3)[N:13](S(C3C=CC(C)=CC=3)(=O)=O)[CH:12]=2)[C:8]([C:34]#[N:35])=[CH:7][N:6]=1)(=O)=O.[CH2:36]([NH2:43])[C:37]1[CH:42]=[CH:41][CH:40]=[CH:39][CH:38]=1.CCN(C(C)C)C(C)C.O[Li].O. Product: [CH2:36]([NH:43][C:5]1[N:10]=[C:9]([C:11]2[C:19]3[C:14](=[N:15][CH:16]=[C:17]([C:20]([F:21])([F:23])[F:22])[CH:18]=3)[NH:13][CH:12]=2)[C:8]([C:34]#[N:35])=[CH:7][N:6]=1)[C:37]1[CH:42]=[CH:41][CH:40]=[CH:39][CH:38]=1. The catalyst class is: 20. (3) Reactant: [C:1]([O:5][C:6](=[O:19])[N:7]([CH2:9][CH2:10][C:11]1[CH:16]=[C:15]([F:17])[CH:14]=[CH:13][C:12]=1Br)[CH3:8])([CH3:4])([CH3:3])[CH3:2].C1(P(C2C=CC=CC=2)C2C=CC=CC=2OC2C=CC=CC=2P(C2C=CC=CC=2)C2C=CC=CC=2)C=CC=CC=1.CC(C)([O-])C.[Na+].[CH:65]([Si:68]([CH:73]([CH3:75])[CH3:74])([CH:70]([CH3:72])[CH3:71])[SH:69])([CH3:67])[CH3:66]. Product: [C:1]([O:5][C:6](=[O:19])[N:7]([CH2:9][CH2:10][C:11]1[CH:16]=[C:15]([F:17])[CH:14]=[CH:13][C:12]=1[S:69][Si:68]([CH:70]([CH3:72])[CH3:71])([CH:73]([CH3:75])[CH3:74])[CH:65]([CH3:66])[CH3:67])[CH3:8])([CH3:4])([CH3:3])[CH3:2]. The catalyst class is: 187. (4) Reactant: Cl.[CH2:2]([NH:4][C:5]([NH:7][C:8]1[CH:13]=[CH:12][C:11]([C:14]2[C:15]3[CH2:28][NH:27][CH2:26][C:16]=3[N:17]=[C:18]([N:20]3[CH2:25][CH2:24][O:23][CH2:22][CH2:21]3)[N:19]=2)=[CH:10][CH:9]=1)=[O:6])[CH3:3].C([O-])(O)=O.[Na+].Cl[C:35]([O:37][CH2:38][CH3:39])=[O:36]. Product: [CH2:2]([NH:4][C:5](=[O:6])[NH:7][C:8]1[CH:13]=[CH:12][C:11]([C:14]2[C:15]3[CH2:28][N:27]([C:35]([O:37][CH2:38][CH3:39])=[O:36])[CH2:26][C:16]=3[N:17]=[C:18]([N:20]3[CH2:25][CH2:24][O:23][CH2:22][CH2:21]3)[N:19]=2)=[CH:10][CH:9]=1)[CH3:3]. The catalyst class is: 1. (5) Reactant: [Cl:1][C:2]1[CH:7]=[C:6]([F:8])[CH:5]=[CH:4][C:3]=1[C@@H:9]1[C:14]([C:15]([O:17][C@H:18]([CH3:25])[C:19]([O:21][CH:22]([CH3:24])[CH3:23])=[O:20])=[O:16])=[C:13]([CH2:26]Br)[NH:12][C:11]([C:28]2[S:29][CH:30]=[CH:31][N:32]=2)=[N:10]1.[NH:33]1[CH2:38][CH2:37][O:36][CH2:35][C@H:34]1[C:39]([OH:41])=[O:40].C(=O)([O-])[O-].[K+].[K+]. Product: [Cl:1][C:2]1[CH:7]=[C:6]([F:8])[CH:5]=[CH:4][C:3]=1[C@@H:9]1[N:10]=[C:11]([C:28]2[S:29][CH:30]=[CH:31][N:32]=2)[NH:12][C:13]([CH2:26][N:33]2[CH2:38][CH2:37][O:36][CH2:35][C@H:34]2[C:39]([OH:41])=[O:40])=[C:14]1[C:15]([O:17][C@@H:18]([CH3:25])[C:19]([O:21][CH:22]([CH3:24])[CH3:23])=[O:20])=[O:16]. The catalyst class is: 8. (6) Reactant: [NH2:1][CH:2]([C:6]#[N:7])[C:3]([NH2:5])=[O:4].[C:8](Cl)(=[O:15])[C:9]1[CH:14]=[CH:13][CH:12]=[CH:11][CH:10]=1. Product: [C:8]([NH:1][C@H:2]([C:3]([NH2:5])=[O:4])[C:6]#[N:7])(=[O:15])[C:9]1[CH:14]=[CH:13][CH:12]=[CH:11][CH:10]=1. The catalyst class is: 17.